Dataset: Full USPTO retrosynthesis dataset with 1.9M reactions from patents (1976-2016). Task: Predict the reactants needed to synthesize the given product. (1) The reactants are: Cl.[C:2]1([C@@H:8]2[CH2:10][C@H:9]2[NH2:11])[CH:7]=[CH:6][CH:5]=[CH:4][CH:3]=1.[S:12]1[CH2:18][C:16](=[O:17])[NH:15][C:13]1=S.C(N(C(C)C)CC)(C)C. Given the product [C:2]1([C@@H:8]2[CH2:10][C@H:9]2[NH:11][C:13]2[S:12][CH2:18][C:16](=[O:17])[N:15]=2)[CH:7]=[CH:6][CH:5]=[CH:4][CH:3]=1, predict the reactants needed to synthesize it. (2) Given the product [Cl:12][CH2:11][C@@H:9]([OH:10])[CH2:8][C:7]([O:6][CH2:4][CH3:5])=[O:13], predict the reactants needed to synthesize it. The reactants are: C(O)C.[CH2:4]([O:6][C:7](=[O:13])[CH2:8][C:9]([CH2:11][Cl:12])=[O:10])[CH3:5]. (3) Given the product [CH2:22]([O:24][C:25]([C@:27]1([N:40]=[N+:41]=[N-:42])[C@H:32]([O:12][S:13]([C:16]([F:17])([F:18])[F:19])(=[O:14])=[O:15])[CH2:31][C@@H:30]2[C@H:28]1[C@@:29]2([F:39])[C:34]([O:36][CH2:37][CH3:38])=[O:35])=[O:26])[CH3:23], predict the reactants needed to synthesize it. The reactants are: N1C=CC=CC=1.FC(F)(F)S([O:12][S:13]([C:16]([F:19])([F:18])[F:17])(=[O:15])=[O:14])(=O)=O.[CH2:22]([O:24][C:25]([C@:27]1([N:40]=[N+:41]=[N-:42])[C@H:32](O)[CH2:31][C@@H:30]2[C@H:28]1[C@@:29]2([F:39])[C:34]([O:36][CH2:37][CH3:38])=[O:35])=[O:26])[CH3:23].CCOCC. (4) The reactants are: [C:1]([NH:9][C:10]1[S:11][CH2:12][CH:13]2[CH2:18][N:17]([C:19](OCC3C=CC=CC=3)=O)[CH2:16][C:14]2([C:29]2[CH:34]=[CH:33][CH:32]=[C:31]([Br:35])[CH:30]=2)[N:15]=1)(=[O:8])[C:2]1[CH:7]=[CH:6][CH:5]=[CH:4][CH:3]=1.I[Si](C)(C)C.C(N(C(C)C)CC)(C)C.[F:50][C:51]1[CH:52]=[N:53]C(Cl)=[N:55][CH:56]=1. Given the product [Br:35][C:31]1[CH:30]=[C:29]([C:14]23[CH2:16][N:17]([C:19]4[N:53]=[CH:52][C:51]([F:50])=[CH:56][N:55]=4)[CH2:18][CH:13]2[CH2:12][S:11][C:10]([NH:9][C:1](=[O:8])[C:2]2[CH:3]=[CH:4][CH:5]=[CH:6][CH:7]=2)=[N:15]3)[CH:34]=[CH:33][CH:32]=1, predict the reactants needed to synthesize it. (5) Given the product [CH3:1][O:2][C:3]([C:5]1[S:6][C:7]([C:27]#[C:28][C:29]([CH3:30])([CH3:32])[CH3:31])=[CH:8][C:9]=1[N:10]([CH:11]1[CH2:12][CH2:13][CH:14]([OH:17])[CH2:15][CH2:16]1)[C:18]([C@H:20]1[CH2:25][CH2:24][C@H:23]([CH3:26])[CH2:22][CH2:21]1)=[O:19])=[O:4], predict the reactants needed to synthesize it. The reactants are: [CH3:1][O:2][C:3]([C:5]1[S:6][C:7]([C:27]#[C:28][C:29]([CH3:32])([CH3:31])[CH3:30])=[CH:8][C:9]=1[N:10]([C:18]([C@H:20]1[CH2:25][CH2:24][C@H:23]([CH3:26])[CH2:22][CH2:21]1)=[O:19])[CH:11]1[CH2:16][CH2:15][C:14](=[O:17])[CH2:13][CH2:12]1)=[O:4].O.Cl. (6) Given the product [O:29]1[CH2:30][CH2:31][CH:26]([NH:25][C:22]2[CH:23]=[CH:24][C:19]3[N:20]([C:16]([S:15][C:13]4[CH:12]=[CH:11][C:9]5[N:10]=[C:6]([NH:5][C:1](=[O:3])[CH3:2])[S:7][C:8]=5[CH:14]=4)=[N:17][N:18]=3)[N:21]=2)[CH2:27][CH2:28]1, predict the reactants needed to synthesize it. The reactants are: [C:1](Cl)(=[O:3])[CH3:2].[NH2:5][C:6]1[S:7][C:8]2[CH:14]=[C:13]([S:15][C:16]3[N:20]4[N:21]=[C:22]([NH:25][CH:26]5[CH2:31][CH2:30][O:29][CH2:28][CH2:27]5)[CH:23]=[CH:24][C:19]4=[N:18][N:17]=3)[CH:12]=[CH:11][C:9]=2[N:10]=1.C(N(CC)CC)C. (7) Given the product [Cl:1][C:2]1[CH:3]=[C:4]([NH:5][C:14]2[N:5]([C:4]3[CH:6]=[CH:7][CH:8]=[C:2]([Cl:1])[CH:3]=3)[N:19]=[C:12]3[C:13]=2[CH:16]=[C:17]([F:18])[C:10]([F:9])=[CH:11]3)[CH:6]=[CH:7][CH:8]=1, predict the reactants needed to synthesize it. The reactants are: [Cl:1][C:2]1[CH:3]=[C:4]([CH:6]=[CH:7][CH:8]=1)[NH2:5].[F:9][C:10]1[C:17]([F:18])=[CH:16][C:13]([CH:14]=O)=[C:12]([N+:19]([O-])=O)[CH:11]=1.[O-]S([O-])(=O)=O.[Na+].[Na+].[In].II.